From a dataset of Catalyst prediction with 721,799 reactions and 888 catalyst types from USPTO. Predict which catalyst facilitates the given reaction. (1) Reactant: [CH:1]1([CH:7]([NH:21][C:22]2[CH:27]=[CH:26][C:25]([C:28]([N:30]([CH3:38])[CH2:31][CH2:32][C:33]([O:35]CC)=[O:34])=[O:29])=[CH:24][CH:23]=2)[C:8]2[O:9][C:10]3[CH:19]=[CH:18][C:17]([F:20])=[CH:16][C:11]=3[C:12]=2[CH2:13][O:14][CH3:15])[CH2:6][CH2:5][CH2:4][CH2:3][CH2:2]1.CCCCCC.C(O)C.C(O)C.[OH-].[Na+]. Product: [CH:1]1([CH:7]([NH:21][C:22]2[CH:23]=[CH:24][C:25]([C:28]([N:30]([CH3:38])[CH2:31][CH2:32][C:33]([OH:35])=[O:34])=[O:29])=[CH:26][CH:27]=2)[C:8]2[O:9][C:10]3[CH:19]=[CH:18][C:17]([F:20])=[CH:16][C:11]=3[C:12]=2[CH2:13][O:14][CH3:15])[CH2:6][CH2:5][CH2:4][CH2:3][CH2:2]1. The catalyst class is: 7. (2) Reactant: [CH3:1][Si:2]([CH3:19])([CH3:18])[CH2:3][CH2:4][O:5][CH2:6][N:7]1[C:11]2=[N:12][CH:13]=[C:14]([C:16]#[N:17])[CH:15]=[C:10]2[N:9]=[CH:8]1.[Li+].CC([N-]C(C)C)C.[CH2:28]([C:30]1[C:31]([CH:47]=[O:48])=[C:32]2[C:36](=[C:37]([CH3:39])[CH:38]=1)[N:35]([C:40]([O:42][C:43]([CH3:46])([CH3:45])[CH3:44])=[O:41])[CH:34]=[CH:33]2)[CH3:29]. Product: [C:16]([C:14]1[CH:15]=[C:10]2[N:9]=[C:8]([CH:47]([OH:48])[C:31]3[C:30]([CH2:28][CH3:29])=[CH:38][C:37]([CH3:39])=[C:36]4[C:32]=3[CH:33]=[CH:34][N:35]4[C:40]([O:42][C:43]([CH3:46])([CH3:45])[CH3:44])=[O:41])[N:7]([CH2:6][O:5][CH2:4][CH2:3][Si:2]([CH3:19])([CH3:18])[CH3:1])[C:11]2=[N:12][CH:13]=1)#[N:17]. The catalyst class is: 1. (3) Reactant: C([Li])(CC)C.Cl[CH:7]([Si:9]([CH3:12])([CH3:11])[CH3:10])[CH3:8].[CH2:13]([O:15][C:16](=[O:30])[C:17]([O:20][C:21]1[CH:26]=[CH:25][C:24]([CH:27]=[O:28])=[CH:23][C:22]=1[CH3:29])([CH3:19])[CH3:18])[CH3:14].Cl. Product: [CH2:13]([O:15][C:16](=[O:30])[C:17]([CH3:18])([O:20][C:21]1[CH:26]=[CH:25][C:24]([CH:27]2[C:7]([CH3:8])([Si:9]([CH3:12])([CH3:11])[CH3:10])[O:28]2)=[CH:23][C:22]=1[CH3:29])[CH3:19])[CH3:14]. The catalyst class is: 1. (4) Reactant: [CH:1]([Mg]Cl)([CH3:3])[CH3:2].[O:6]=[C:7]1[O:12][CH2:11][C@@H:10]2[C@@:8]1([C:13]([O:15][CH2:16][CH3:17])=[O:14])[CH2:9]2. Product: [CH2:9]([C@@H:10]1[CH2:11][O:12][C:7](=[O:6])[CH:8]1[C:13]([O:15][CH2:16][CH3:17])=[O:14])[CH:1]([CH3:3])[CH3:2]. The catalyst class is: 356.